From a dataset of Peptide-MHC class II binding affinity with 134,281 pairs from IEDB. Regression. Given a peptide amino acid sequence and an MHC pseudo amino acid sequence, predict their binding affinity value. This is MHC class II binding data. (1) The peptide sequence is EEVDMTPADALDDFD. The MHC is HLA-DQA10401-DQB10402 with pseudo-sequence HLA-DQA10401-DQB10402. The binding affinity (normalized) is 0.541. (2) The peptide sequence is GVRYPLTFGWCYKLVP. The MHC is DRB1_0103 with pseudo-sequence DRB1_0103. The binding affinity (normalized) is 0. (3) The peptide sequence is VSKAPQLVPKLDEVY. The MHC is DRB1_0401 with pseudo-sequence DRB1_0401. The binding affinity (normalized) is 0.174. (4) The peptide sequence is TVMPLLCGIGCAMLH. The MHC is DRB1_0901 with pseudo-sequence DRB1_0901. The binding affinity (normalized) is 0.601. (5) The peptide sequence is NDKFTVFEGAFNKAI. The MHC is HLA-DQA10201-DQB10202 with pseudo-sequence HLA-DQA10201-DQB10202. The binding affinity (normalized) is 0.345. (6) The peptide sequence is AVSTAAVAAAPQTTP. The MHC is DRB1_0101 with pseudo-sequence DRB1_0101. The binding affinity (normalized) is 0.205. (7) The peptide sequence is YALNEDLRSWTAADT. The MHC is DRB3_0202 with pseudo-sequence DRB3_0202. The binding affinity (normalized) is 0.470. (8) The peptide sequence is RNTLLFLDLIILNFV. The MHC is DRB5_0101 with pseudo-sequence DRB5_0101. The binding affinity (normalized) is 0.205.